Dataset: Peptide-MHC class I binding affinity with 185,985 pairs from IEDB/IMGT. Task: Regression. Given a peptide amino acid sequence and an MHC pseudo amino acid sequence, predict their binding affinity value. This is MHC class I binding data. (1) The peptide sequence is MLSSFGWIY. The MHC is HLA-A11:01 with pseudo-sequence HLA-A11:01. The binding affinity (normalized) is 0.0847. (2) The peptide sequence is LLLIALWNL. The MHC is HLA-A68:02 with pseudo-sequence HLA-A68:02. The binding affinity (normalized) is 0. (3) The peptide sequence is FRSPQVKDNI. The MHC is Mamu-B17 with pseudo-sequence Mamu-B17. The binding affinity (normalized) is 0.0984. (4) The binding affinity (normalized) is 0.817. The peptide sequence is YIYNHLTPL. The MHC is HLA-A02:03 with pseudo-sequence HLA-A02:03. (5) The peptide sequence is ILQMREIIT. The MHC is HLA-A02:02 with pseudo-sequence HLA-A02:02. The binding affinity (normalized) is 0.231. (6) The peptide sequence is VPQTDAGVT. The MHC is HLA-A24:03 with pseudo-sequence HLA-A24:03. The binding affinity (normalized) is 0.339. (7) The peptide sequence is LISGKGIGK. The MHC is HLA-A03:01 with pseudo-sequence HLA-A03:01. The binding affinity (normalized) is 0.392.